Dataset: Full USPTO retrosynthesis dataset with 1.9M reactions from patents (1976-2016). Task: Predict the reactants needed to synthesize the given product. (1) Given the product [N:1]1([CH2:6][CH2:7][O:8][C:9]2[CH:10]=[C:11]3[C:16](=[CH:17][C:18]=2[CH3:19])[C:15](=[O:20])/[C:14](=[CH:26]/[C:22]2[S:21][CH:25]=[CH:24][CH:23]=2)/[CH2:13][CH2:12]3)[CH:5]=[CH:4][N:3]=[CH:2]1, predict the reactants needed to synthesize it. The reactants are: [N:1]1([CH2:6][CH2:7][O:8][C:9]2[CH:10]=[C:11]3[C:16](=[CH:17][C:18]=2[CH3:19])[C:15](=[O:20])[CH2:14][CH2:13][CH2:12]3)[CH:5]=[CH:4][N:3]=[CH:2]1.[S:21]1[CH:25]=[CH:24][CH:23]=[C:22]1[CH:26]=O. (2) Given the product [CH3:18][NH:8][C@@H:9]([C:10]([NH:35][C@@H:32]1[C@@H:30]2[C@@H:29]([CH2:28][N:27]([C:24]3[CH:23]=[CH:22][C:21]([C:20]([F:37])([F:19])[F:36])=[CH:26][CH:25]=3)[CH2:31]2)[CH2:34][CH2:33]1)=[O:12])[CH2:13][CH:14]([CH3:16])[CH3:17], predict the reactants needed to synthesize it. The reactants are: C(OC([N:8]([CH3:18])[C@@H:9]([CH2:13][C:14]([CH3:17])([CH3:16])C)[C:10]([OH:12])=O)=O)(C)(C)C.[F:19][C:20]([F:37])([F:36])[C:21]1[CH:26]=[CH:25][C:24]([N:27]2[CH2:31][C@@H:30]3[C@@H:32]([NH2:35])[CH2:33][CH2:34][C@@H:29]3[CH2:28]2)=[CH:23][CH:22]=1.FC(F)(F)C1N=C(N2C[C@@H]3[C@@H](N)CC[C@@H]3C2)C=CC=1.